Task: Predict the product of the given reaction.. Dataset: Forward reaction prediction with 1.9M reactions from USPTO patents (1976-2016) Given the reactants C[O:2][C:3]([C:5]1[C:13]2[O:12][C:11]([NH:14][CH:15]3[CH2:20][CH2:19][N:18]([CH2:21][C:22]4[CH:27]=[CH:26][C:25]([CH3:28])=[C:24]([O:29][CH2:30][CH3:31])[CH:23]=4)[CH2:17][CH2:16]3)=[N:10][C:9]=2[CH:8]=[CH:7][CH:6]=1)=[O:4].[Li+].[OH-].O.Cl, predict the reaction product. The product is: [CH2:30]([O:29][C:24]1[CH:23]=[C:22]([CH:27]=[CH:26][C:25]=1[CH3:28])[CH2:21][N:18]1[CH2:17][CH2:16][CH:15]([NH:14][C:11]2[O:12][C:13]3[C:5]([C:3]([OH:4])=[O:2])=[CH:6][CH:7]=[CH:8][C:9]=3[N:10]=2)[CH2:20][CH2:19]1)[CH3:31].